Dataset: HIV replication inhibition screening data with 41,000+ compounds from the AIDS Antiviral Screen. Task: Binary Classification. Given a drug SMILES string, predict its activity (active/inactive) in a high-throughput screening assay against a specified biological target. The molecule is [N-]=[N+]=NCC(CO)OCn1cc(Cc2ccccc2)c(=O)[nH]c1=O. The result is 0 (inactive).